Dataset: Full USPTO retrosynthesis dataset with 1.9M reactions from patents (1976-2016). Task: Predict the reactants needed to synthesize the given product. (1) Given the product [CH3:6][C:7]([CH3:35])=[CH:8][CH2:9][C:10]1[C:11]([OH:34])=[CH:12][C:13]2[O:25][C:24]3[CH:23]=[C:22]([OH:26])[C:21]([O:27][CH3:28])=[C:20]([CH2:29][CH:30]=[C:31]([CH3:32])[CH3:33])[C:19]=3[C:17](=[O:18])[C:14]=2[C:15]=1[OH:16].[CH3:45][OH:46], predict the reactants needed to synthesize it. The reactants are: P([O-])([O-])([O-])=O.[CH3:6][C:7]([CH3:35])=[CH:8][CH2:9][C:10]1[C:15]([OH:16])=[C:14]2[C:17]([C:19]3[C:24]([O:25][C:13]2=[CH:12][C:11]=1[OH:34])=[CH:23][C:22]([OH:26])=[C:21]([O:27][CH3:28])[C:20]=3[CH2:29][CH:30]=[C:31]([CH3:33])[CH3:32])=[O:18].CC(C)=CCC1C(O)=CC2OC3C=C(O)C(O)=C(CC=C(C)C)C=3C(=O)C=2[C:45]=1[OH:46].[N+](C1C=CC([C@@]2(O[C@H](CO)[C@@H](O)[C@H](O)[C@H]2O)O)=CC=1)([O-])=O. (2) Given the product [NH2:34][C:30]1[N:8]([C:9]2[CH:14]=[CH:13][CH:12]=[C:11]([C:15]([F:16])([F:18])[F:17])[CH:10]=2)[C:6]([CH3:7])=[C:5]([C:4]([O:3][CH2:1][CH3:2])=[O:19])[CH:20]([C:22]2[CH:29]=[CH:28][C:25]([C:26]#[N:27])=[CH:24][CH:23]=2)[C:31]=1[C:32]#[N:33], predict the reactants needed to synthesize it. The reactants are: [CH2:1]([O:3][C:4](=[O:19])[CH:5]=[C:6]([NH:8][C:9]1[CH:14]=[CH:13][CH:12]=[C:11]([C:15]([F:18])([F:17])[F:16])[CH:10]=1)[CH3:7])[CH3:2].[CH:20]([C:22]1[CH:29]=[CH:28][C:25]([C:26]#[N:27])=[CH:24][CH:23]=1)=O.[C:30](#[N:34])[CH2:31][C:32]#[N:33].N1CCCCC1. (3) Given the product [C:4]([O:8][C:9]([N:11]1[CH2:16][CH2:15][C:14]2([N:17]=[C:18]([CH:20]3[CH2:25][CH2:24][CH:23]([CH2:26][CH2:27][C:28]([F:31])([F:30])[F:29])[CH2:22][CH2:21]3)[NH:33][C:32]2=[O:34])[CH2:13][CH2:12]1)=[O:10])([CH3:7])([CH3:6])[CH3:5], predict the reactants needed to synthesize it. The reactants are: O[Li].O.[C:4]([O:8][C:9]([N:11]1[CH2:16][CH2:15][C:14]([C:32](=[O:34])[NH2:33])([NH:17][C:18]([CH:20]2[CH2:25][CH2:24][CH:23]([CH2:26][CH2:27][C:28]([F:31])([F:30])[F:29])[CH2:22][CH2:21]2)=O)[CH2:13][CH2:12]1)=[O:10])([CH3:7])([CH3:6])[CH3:5].[Cl-].[NH4+]. (4) Given the product [F:31][C:20]1[CH:21]=[N:22][C:23]2[C:28]([C:19]=1[CH2:18][CH2:17][N:14]1[CH2:15][CH2:16][C@@H:12]([C:9]([NH2:5])([CH3:11])[CH3:10])[CH2:13]1)=[N:27][C:26]([O:29][CH3:30])=[CH:25][CH:24]=2, predict the reactants needed to synthesize it. The reactants are: CC([N:5]([C:9]([C@H:12]1[CH2:16][CH2:15][N:14]([CH2:17][CH2:18][C:19]2[C:28]3[C:23](=[CH:24][CH:25]=[C:26]([O:29][CH3:30])[N:27]=3)[N:22]=[CH:21][C:20]=2[F:31])[CH2:13]1)([CH3:11])[CH3:10])C(=O)[O-])(C)C.Cl. (5) Given the product [Cl:1][C:2]1[CH:3]=[CH:4][C:5]([CH2:6][C:7]2[N:8]=[C:9]([CH:33]([CH3:34])[CH3:35])[C:10]3[N:15]=[C:14]([C:16]4[CH:17]=[C:18]([CH3:32])[C:19]([O:20][CH2:21][C:22]([OH:24])=[O:23])=[C:29]([CH3:31])[CH:30]=4)[O:13][C:11]=3[N:12]=2)=[CH:36][CH:37]=1, predict the reactants needed to synthesize it. The reactants are: [Cl:1][C:2]1[CH:37]=[CH:36][C:5]([CH2:6][C:7]2[N:8]=[C:9]([CH:33]([CH3:35])[CH3:34])[C:10]3[N:15]=[C:14]([C:16]4[CH:30]=[C:29]([CH3:31])[C:19]([O:20][CH2:21][C:22]([O:24]C(C)(C)C)=[O:23])=[C:18]([CH3:32])[CH:17]=4)[O:13][C:11]=3[N:12]=2)=[CH:4][CH:3]=1.FC(F)(F)C(O)=O. (6) Given the product [Br:1][C:2]1[CH:3]=[C:4]([CH2:8][OH:9])[CH:5]=[N:6][CH:7]=1, predict the reactants needed to synthesize it. The reactants are: [Br:1][C:2]1[CH:3]=[C:4]([CH:8]=[O:9])[CH:5]=[N:6][CH:7]=1.BrC1C=NC=C(C=1)C(O)=O.ClC(OCC)=O.[H-].[Al+3].[Li+].[H-].[H-].[H-]. (7) Given the product [C:20]12([NH:30][S:31]([C:34]3[CH:39]=[C:38]([C:2]4[C:7]([C:8]([F:11])([F:10])[F:9])=[CH:6][C:5]([NH:12][C:13]5[N:17]=[C:16]([NH2:18])[NH:15][N:14]=5)=[CH:4][C:3]=4[Cl:19])[CH:37]=[CH:36][N:35]=3)(=[O:33])=[O:32])[CH2:29][CH:24]3[CH2:25][CH:26]([CH2:28][CH:22]([CH2:23]3)[CH2:21]1)[CH2:27]2, predict the reactants needed to synthesize it. The reactants are: Br[C:2]1[C:7]([C:8]([F:11])([F:10])[F:9])=[CH:6][C:5]([NH:12][C:13]2[N:17]=[C:16]([NH2:18])[NH:15][N:14]=2)=[CH:4][C:3]=1[Cl:19].[C:20]12([NH:30][S:31]([C:34]3[CH:39]=[CH:38][C:37](B4OC(C)(C)C(C)(C)O4)=[CH:36][N:35]=3)(=[O:33])=[O:32])[CH2:29][CH:24]3[CH2:25][CH:26]([CH2:28][CH:22]([CH2:23]3)[CH2:21]1)[CH2:27]2.C(=O)([O-])[O-].[K+].[K+]. (8) Given the product [O:14]1[C:15]2[CH:20]=[CH:19][CH:18]=[CH:17][C:16]=2[C:12]([CH2:11][CH2:10][OH:9])=[CH:13]1, predict the reactants needed to synthesize it. The reactants are: [H-].[H-].[H-].[H-].[Li+].[Al+3].C([O:9][C:10](=O)[CH2:11][C:12]1[C:16]2[CH:17]=[CH:18][CH:19]=[CH:20][C:15]=2[O:14][CH:13]=1)C. (9) Given the product [F:41][C:18]1[CH:17]=[C:16]([N:11]2[CH2:10][C@@H:14]([CH2:48][OH:47])[O:13][C:12]2=[O:15])[CH:21]=[CH:20][C:19]=1[C:22]1[CH:23]=[N:24][C:25]([O:28][C@H:29]2[CH2:34][O:33][C:32]3=[N:35][C:36]([N+:38]([O-:40])=[O:39])=[CH:37][N:31]3[CH2:30]2)=[N:26][CH:27]=1, predict the reactants needed to synthesize it. The reactants are: C([SiH2]OC([C@H:10]1[CH2:14][O:13][C:12](=[O:15])[N:11]1[C:16]1[CH:21]=[CH:20][C:19]([C:22]2[CH:23]=[N:24][C:25]([O:28][C@@H:29]3[CH2:34][O:33][C:32]4=[N:35][C:36]([N+:38]([O-:40])=[O:39])=[CH:37][N:31]4[CH2:30]3)=[N:26][CH:27]=2)=[C:18]([F:41])[CH:17]=1)(C)C)(C)(C)C.C([SiH2][O:47][C:48](C)(C)[C@@H]1OC(=O)N(C2C=CC(B3OC(C)(C)C(C)(C)O3)=C(F)C=2)C1)(C)(C)C. (10) Given the product [CH3:1][O:2][C@@H:3]1[C@@H:7]([O:8][N+:9]([O-:11])=[O:10])[CH2:6][C@H:5]([C:12]([OH:14])=[O:13])[CH2:4]1, predict the reactants needed to synthesize it. The reactants are: [CH3:1][O:2][C@@H:3]1[C@@H:7]([O:8][N+:9]([O-:11])=[O:10])[CH2:6][C@H:5]([C:12]([O:14]C)=[O:13])[CH2:4]1.[OH-].[K+].Cl.